The task is: Regression. Given two drug SMILES strings and cell line genomic features, predict the synergy score measuring deviation from expected non-interaction effect.. This data is from NCI-60 drug combinations with 297,098 pairs across 59 cell lines. (1) Drug 1: CCCCC(=O)OCC(=O)C1(CC(C2=C(C1)C(=C3C(=C2O)C(=O)C4=C(C3=O)C=CC=C4OC)O)OC5CC(C(C(O5)C)O)NC(=O)C(F)(F)F)O. Drug 2: CN1C2=C(C=C(C=C2)N(CCCl)CCCl)N=C1CCCC(=O)O.Cl. Cell line: IGROV1. Synergy scores: CSS=2.02, Synergy_ZIP=2.49, Synergy_Bliss=5.06, Synergy_Loewe=5.91, Synergy_HSA=5.47. (2) Drug 1: CC1=CC2C(CCC3(C2CCC3(C(=O)C)OC(=O)C)C)C4(C1=CC(=O)CC4)C. Drug 2: CC1CCCC2(C(O2)CC(NC(=O)CC(C(C(=O)C(C1O)C)(C)C)O)C(=CC3=CSC(=N3)C)C)C. Cell line: NCIH23. Synergy scores: CSS=-2.19, Synergy_ZIP=1.01, Synergy_Bliss=1.04, Synergy_Loewe=-3.04, Synergy_HSA=-1.98. (3) Drug 1: CC12CCC(CC1=CCC3C2CCC4(C3CC=C4C5=CN=CC=C5)C)O. Drug 2: C1C(C(OC1N2C=NC3=C(N=C(N=C32)Cl)N)CO)O. Cell line: NCI-H322M. Synergy scores: CSS=-7.12, Synergy_ZIP=1.27, Synergy_Bliss=-4.17, Synergy_Loewe=-6.26, Synergy_HSA=-6.31. (4) Drug 2: C1=CC=C(C=C1)NC(=O)CCCCCCC(=O)NO. Cell line: HL-60(TB). Drug 1: CCC1=C2CN3C(=CC4=C(C3=O)COC(=O)C4(CC)O)C2=NC5=C1C=C(C=C5)O. Synergy scores: CSS=37.9, Synergy_ZIP=1.26, Synergy_Bliss=-1.96, Synergy_Loewe=-28.6, Synergy_HSA=-6.75.